From a dataset of Peptide-MHC class I binding affinity with 185,985 pairs from IEDB/IMGT. Regression. Given a peptide amino acid sequence and an MHC pseudo amino acid sequence, predict their binding affinity value. This is MHC class I binding data. The peptide sequence is ACQGVGGPGHK. The MHC is HLA-A02:03 with pseudo-sequence HLA-A02:03. The binding affinity (normalized) is 0.